This data is from Reaction yield outcomes from USPTO patents with 853,638 reactions. The task is: Predict the reaction yield, written as a fraction of the theoretical maximum amount of product (1.0 means a 100% yield; for example, 0.34 means a 34% yield). (1) The reactants are Cl[C:2]1[CH:11]=[CH:10][C:9]2[C:4](=[CH:5][CH:6]=[CH:7][CH:8]=2)[N:3]=1.[NH:12]1[CH2:17][CH2:16][CH:15]([NH2:18])[CH2:14][CH2:13]1. No catalyst specified. The product is [NH:12]1[CH2:17][CH2:16][CH:15]([NH:18][C:2]2[CH:11]=[CH:10][C:9]3[C:4](=[CH:5][CH:6]=[CH:7][CH:8]=3)[N:3]=2)[CH2:14][CH2:13]1. The yield is 0.180. (2) The reactants are [CH3:1][C:2]1([OH:8])[CH2:7][CH2:6][NH:5][CH2:4][CH2:3]1.Br[C:10]1[CH:11]=[CH:12][C:13]([N+:16]([O-:18])=[O:17])=[N:14][CH:15]=1. The catalyst is [I-].C([N+](CCCC)(CCCC)CCCC)CCC.CS(C)=O.CCOC(C)=O. The product is [CH3:1][C:2]1([OH:8])[CH2:7][CH2:6][N:5]([C:10]2[CH:15]=[N:14][C:13]([N+:16]([O-:18])=[O:17])=[CH:12][CH:11]=2)[CH2:4][CH2:3]1. The yield is 0.682. (3) The reactants are FC(F)(F)[C:3](O)=[O:4].[C:8]([C:10]1[C:15](F)=[CH:14][C:13]([NH:17][C@H:18]2[CH2:23][CH2:22][C@H:21]([NH:24]C(=O)OC(C)(C)C)[CH2:20][CH2:19]2)=[C:12]([F:32])[CH:11]=1)#[N:9].C[O-].[Na+].CO.[Cl-].[Na+]. The catalyst is ClCCl.O1CCCC1. The product is [NH2:24][C@H:21]1[CH2:20][CH2:19][C@H:18]([NH:17][C:13]2[C:12]([F:32])=[CH:11][C:10]([C:8]#[N:9])=[C:15]([O:4][CH3:3])[CH:14]=2)[CH2:23][CH2:22]1. The yield is 0.710. (4) The reactants are C[O:2][C:3](=[O:14])[CH:4]([C:7]1[CH:12]=[CH:11][C:10]([Cl:13])=[CH:9][CH:8]=1)[CH2:5][OH:6].O.[OH-].[Li+].Cl. The catalyst is C1COCC1.O. The product is [Cl:13][C:10]1[CH:9]=[CH:8][C:7]([CH:4]([CH2:5][OH:6])[C:3]([OH:14])=[O:2])=[CH:12][CH:11]=1. The yield is 0.900. (5) The reactants are [C:1]1([C:24]2[CH:29]=[CH:28][CH:27]=[CH:26][CH:25]=2)[CH:6]=[CH:5][CH:4]=[CH:3][C:2]=1[NH:7][C:8](=[O:23])[O:9][CH:10]1[CH2:15][CH2:14][N:13](CC2C=CC=CC=2)[CH2:12][CH2:11]1.C(O)=O. The catalyst is CO.[Pd]. The product is [C:1]1([C:24]2[CH:29]=[CH:28][CH:27]=[CH:26][CH:25]=2)[CH:6]=[CH:5][CH:4]=[CH:3][C:2]=1[NH:7][C:8](=[O:23])[O:9][CH:10]1[CH2:15][CH2:14][NH:13][CH2:12][CH2:11]1. The yield is 0.690. (6) The reactants are [CH3:1][C:2]1([CH3:16])[C:7]2[CH:8]=[C:9](B(O)O)[CH:10]=[CH:11][C:6]=2[NH:5][C:4](=[O:15])[O:3]1.Br[C:18]1[CH:19]=[C:20]([C:24]2[N:28]=[CH:27][S:26][N:25]=2)[CH:21]=[CH:22][CH:23]=1. No catalyst specified. The product is [S:26]1[CH:27]=[N:28][C:24]([C:20]2[CH:21]=[CH:22][CH:23]=[CH:18][C:19]=2[C:9]2[CH:10]=[CH:11][C:6]3[NH:5][C:4](=[O:15])[O:3][C:2]([CH3:16])([CH3:1])[C:7]=3[CH:8]=2)=[N:25]1. The yield is 0.350. (7) The reactants are Cl[C:2]1[N:7]=[C:6]([NH:8][CH2:9][CH:10]2[CH2:15][CH2:14][O:13][CH2:12][CH2:11]2)[CH:5]=[N:4][C:3]=1[C:16]([F:19])([F:18])[F:17].[Cl:20][C:21]1[C:22](B(O)O)=[CH:23][C:24]([F:27])=[N:25][CH:26]=1.C(=O)([O-])[O-].[Na+].[Na+].B(O)O. The catalyst is COCCOC.C1C=CC(P(C2C=CC=CC=2)[C-]2C=CC=C2)=CC=1.C1C=CC(P(C2C=CC=CC=2)[C-]2C=CC=C2)=CC=1.Cl[Pd]Cl.[Fe+2].C(Cl)Cl. The product is [Cl:20][C:21]1[C:22]([C:2]2[N:7]=[C:6]([NH:8][CH2:9][CH:10]3[CH2:15][CH2:14][O:13][CH2:12][CH2:11]3)[CH:5]=[N:4][C:3]=2[C:16]([F:19])([F:18])[F:17])=[CH:23][C:24]([F:27])=[N:25][CH:26]=1. The yield is 0.670.